This data is from CYP2C9 inhibition data for predicting drug metabolism from PubChem BioAssay. The task is: Regression/Classification. Given a drug SMILES string, predict its absorption, distribution, metabolism, or excretion properties. Task type varies by dataset: regression for continuous measurements (e.g., permeability, clearance, half-life) or binary classification for categorical outcomes (e.g., BBB penetration, CYP inhibition). Dataset: cyp2c9_veith. (1) The drug is COc1ccc(CNC(=O)Cc2c(C(=O)O)[nH]c3ccccc23)cc1. The result is 1 (inhibitor). (2) The compound is CCN=C1NN=C(c2ccc(C)cc2)CS1. The result is 1 (inhibitor). (3) The result is 1 (inhibitor). The molecule is CCOC(=O)c1cc(-c2ccc(Cl)cc2)nc2c1c(C)nn2CCC#N. (4) The compound is C[C@H]1CN(CCO)CCN1c1ccccc1. The result is 0 (non-inhibitor).